This data is from Reaction yield outcomes from USPTO patents with 853,638 reactions. The task is: Predict the reaction yield, written as a fraction of the theoretical maximum amount of product (1.0 means a 100% yield; for example, 0.34 means a 34% yield). (1) The reactants are Br[C:2]1[CH:11]=[CH:10][C:9]([C:12]2[S:13][CH:14]=[C:15]([C:17]3[CH:22]=[CH:21][C:20]([Cl:23])=[C:19]([Cl:24])[CH:18]=3)[N:16]=2)=[CH:8][C:3]=1[C:4]([O:6]C)=[O:5].O1CCOCC1.C([O-])([O-])=O.[K+].[K+].[C:37]1(B(O)O)[CH:42]=[CH:41][CH:40]=[CH:39][CH:38]=1. The catalyst is C(Cl)Cl.C1C=CC([P]([Pd]([P](C2C=CC=CC=2)(C2C=CC=CC=2)C2C=CC=CC=2)([P](C2C=CC=CC=2)(C2C=CC=CC=2)C2C=CC=CC=2)[P](C2C=CC=CC=2)(C2C=CC=CC=2)C2C=CC=CC=2)(C2C=CC=CC=2)C2C=CC=CC=2)=CC=1. The product is [Cl:24][C:19]1[CH:18]=[C:17]([C:15]2[N:16]=[C:12]([C:9]3[CH:8]=[C:3]([C:4]([OH:6])=[O:5])[C:2]([C:37]4[CH:42]=[CH:41][CH:40]=[CH:39][CH:38]=4)=[CH:11][CH:10]=3)[S:13][CH:14]=2)[CH:22]=[CH:21][C:20]=1[Cl:23]. The yield is 0.200. (2) The reactants are [CH2:1]([O:8][C:9]1[CH:14]=[CH:13][CH:12]=[CH:11][C:10]=1[CH:15]([O:17][C:18]1[CH:27]=[CH:26][C:21]([C:22]([O:24]C)=[O:23])=[CH:20][CH:19]=1)[CH3:16])[C:2]1[CH:7]=[CH:6][CH:5]=[CH:4][CH:3]=1.[OH-].[Na+]. The catalyst is C1COCC1.CO. The product is [CH2:1]([O:8][C:9]1[CH:14]=[CH:13][CH:12]=[CH:11][C:10]=1[CH:15]([O:17][C:18]1[CH:19]=[CH:20][C:21]([C:22]([OH:24])=[O:23])=[CH:26][CH:27]=1)[CH3:16])[C:2]1[CH:3]=[CH:4][CH:5]=[CH:6][CH:7]=1. The yield is 0.680. (3) The reactants are [CH3:1][N:2]([CH3:17])[C:3]1[N:8]=[C:7]([NH:9][CH2:10][CH2:11][CH3:12])[N:6]=[C:5]([NH:13][CH2:14][C:15]#[CH:16])[N:4]=1.[OH:18][S:19]([OH:22])(=[O:21])=[O:20]. The catalyst is O1CCOCC1. The product is [S:19]([OH:22])([OH:21])(=[O:20])=[O:18].[CH3:17][N:2]([CH3:1])[C:3]1[N:4]=[C:5]([NH:13][CH2:14][CH2:15][CH3:16])[N:6]=[C:7]([NH:9][CH2:10][C:11]#[CH:12])[N:8]=1.[CH3:17][N:2]([CH3:1])[C:3]1[N:4]=[C:5]([NH:13][CH2:14][CH2:15][CH3:16])[N:6]=[C:7]([NH:9][CH2:10][C:11]#[CH:12])[N:8]=1. The yield is 0.920. (4) The yield is 0.600. The reactants are O[C:2]1[CH:11]=[C:10]2[C:5]([C:6]([O:12][C:13]3[CH:14]=[CH:15][C:16]([NH:19][C:20]([C:22]4[C:23](=[O:35])[N:24](C5C=CC=CC=5)N(C)[C:26]=4[CH3:27])=[O:21])=[N:17][CH:18]=3)=[CH:7][CH:8]=[N:9]2)=[CH:4][C:3]=1[O:36][CH3:37].CS([O:42][CH2:43][CH2:44][CH2:45][N:46]1[CH2:52][CH:51]([OH:53])[C:48]2([CH2:50][CH2:49]2)[CH2:47]1)(=O)=O.C([O-])([O-])=O.[Cs+].[Cs+]. The catalyst is CC(N(C)C)=O. The product is [OH:53][CH:51]1[C:48]2([CH2:50][CH2:49]2)[CH2:47][N:46]([CH2:45][CH2:44][CH2:43][O:42][C:2]2[CH:11]=[C:10]3[C:5]([C:6]([O:12][C:13]4[CH:14]=[CH:15][C:16]([N:19]([C:2]5[CH:11]=[CH:10][CH:5]=[CH:4][CH:3]=5)[C:20]([C:22]5([C:23]([NH2:24])=[O:35])[CH2:27][CH2:26]5)=[O:21])=[N:17][CH:18]=4)=[CH:7][CH:8]=[N:9]3)=[CH:4][C:3]=2[O:36][CH3:37])[CH2:52]1.